This data is from Catalyst prediction with 721,799 reactions and 888 catalyst types from USPTO. The task is: Predict which catalyst facilitates the given reaction. (1) Reactant: C([NH:8][C@H:9]([C:13]([OH:15])=[O:14])[CH:10]([CH3:12])[CH3:11])(OC(C)(C)C)=O.C1(N=C=NC2CCCCC2)CCCCC1.O[CH2:32][C@H:33]([CH2:46][CH2:47][O:48][C:49](=[O:67])[CH2:50][CH2:51][CH2:52][CH2:53][CH2:54][CH2:55][CH2:56][CH2:57][CH2:58][CH2:59][CH2:60][CH2:61][CH2:62][CH2:63][CH2:64][CH2:65][CH3:66])[CH2:34][N:35]1[CH:43]=[N:42][C:41]2[C:40](=[O:44])[NH:39][C:38]([NH2:45])=[N:37][C:36]1=2.CN(C)C=O. Product: [NH2:8][C@H:9]([C:13]([O:15][CH2:32][C@H:33]([CH2:46][CH2:47][O:48][C:49](=[O:67])[CH2:50][CH2:51][CH2:52][CH2:53][CH2:54][CH2:55][CH2:56][CH2:57][CH2:58][CH2:59][CH2:60][CH2:61][CH2:62][CH2:63][CH2:64][CH2:65][CH3:66])[CH2:34][N:35]1[CH:43]=[N:42][C:41]2[C:40](=[O:44])[NH:39][C:38]([NH2:45])=[N:37][C:36]1=2)=[O:14])[CH:10]([CH3:11])[CH3:12]. The catalyst class is: 112. (2) Reactant: [CH2:1]([C@@H:8]([NH:25][CH3:26])[CH2:9][N:10]1[CH2:15][CH2:14][CH:13]([C:16]2[CH:21]=[C:20]([F:22])[CH:19]=[CH:18][C:17]=2[O:23][CH3:24])[CH2:12][CH2:11]1)[C:2]1[CH:7]=[CH:6][CH:5]=[CH:4][CH:3]=1.C(N(CC)CC)C.[CH3:34][C:35]1([C:41](Cl)=[O:42])[CH2:40][CH2:39][CH2:38][CH2:37][CH2:36]1. Product: [CH2:1]([C@@H:8]([N:25]([CH3:26])[C:41]([C:35]1([CH3:34])[CH2:40][CH2:39][CH2:38][CH2:37][CH2:36]1)=[O:42])[CH2:9][N:10]1[CH2:15][CH2:14][CH:13]([C:16]2[CH:21]=[C:20]([F:22])[CH:19]=[CH:18][C:17]=2[O:23][CH3:24])[CH2:12][CH2:11]1)[C:2]1[CH:3]=[CH:4][CH:5]=[CH:6][CH:7]=1. The catalyst class is: 4. (3) Reactant: [S:1]1[C:5]2[CH:6]=[CH:7][CH:8]=[CH:9][C:4]=2[N:3]=[C:2]1[N:10]1[C:14](=[O:15])[C:13](=[CH:16][N:17](C)C)[C:12]([C:20]2[CH:25]=[CH:24][CH:23]=[C:22]([Br:26])[CH:21]=2)=[N:11]1. Product: [NH2:17][CH:16]=[C:13]1[C:12]([C:20]2[CH:25]=[CH:24][CH:23]=[C:22]([Br:26])[CH:21]=2)=[N:11][N:10]([C:2]2[S:1][C:5]3[CH:6]=[CH:7][CH:8]=[CH:9][C:4]=3[N:3]=2)[C:14]1=[O:15]. The catalyst class is: 547.